From a dataset of Full USPTO retrosynthesis dataset with 1.9M reactions from patents (1976-2016). Predict the reactants needed to synthesize the given product. (1) Given the product [CH2:21]([N:28]1[CH2:34][CH2:33][C:30]([CH2:32][N:7]([CH3:6])[C:8]2[CH:9]=[CH:10][C:11]([C:12]([O:14][C:15]([CH3:16])([CH3:17])[CH3:18])=[O:13])=[CH:19][CH:20]=2)([OH:31])[CH2:29]1)[C:22]1[CH:27]=[CH:26][CH:25]=[CH:24][CH:23]=1, predict the reactants needed to synthesize it. The reactants are: C([Li])CCC.[CH3:6][NH:7][C:8]1[CH:20]=[CH:19][C:11]([C:12]([O:14][C:15]([CH3:18])([CH3:17])[CH3:16])=[O:13])=[CH:10][CH:9]=1.[CH2:21]([N:28]1[CH2:34][CH2:33][C:30]2([CH2:32][O:31]2)[CH2:29]1)[C:22]1[CH:27]=[CH:26][CH:25]=[CH:24][CH:23]=1.O. (2) Given the product [Cl:1][C:2]1[CH:3]=[C:4]([CH2:19][N:20]2[C:24]([CH3:25])=[CH:23][C:22]([NH:26][C:27]([CH:28]3[CH2:29][CH2:37][O:32][CH2:33][CH2:30]3)=[O:31])=[N:21]2)[C:5]2[O:9][C:8]([C:10]3[CH:15]=[CH:14][C:13]([C:16]#[N:17])=[CH:12][CH:11]=3)=[CH:7][C:6]=2[CH:18]=1, predict the reactants needed to synthesize it. The reactants are: [Cl:1][C:2]1[CH:3]=[C:4]([CH2:19][N:20]2[C:24]([CH3:25])=[CH:23][C:22]([NH:26][C:27](=[O:31])[CH:28]([CH3:30])[CH3:29])=[N:21]2)[C:5]2[O:9][C:8]([C:10]3[CH:15]=[CH:14][C:13]([C:16]#[N:17])=[CH:12][CH:11]=3)=[CH:7][C:6]=2[CH:18]=1.[O:32]1[CH2:37]CC(C(O)=O)C[CH2:33]1. (3) Given the product [CH3:27][O:26][C:19]1[CH:20]=[C:21]([O:24][CH3:25])[CH:22]=[CH:23][C:18]=1[CH2:17][N:7]1[C:8](=[O:16])[C:9]2[CH:15]=[CH:14][N:13]=[CH:12][C:10]=2[N:11]=[C:6]1[CH2:5][O:4][C:3]1[CH:28]=[CH:29][CH:30]=[CH:31][C:2]=1[C:35]1[CH:36]=[CH:37][N:32]=[CH:33][CH:34]=1, predict the reactants needed to synthesize it. The reactants are: Br[C:2]1[CH:31]=[CH:30][CH:29]=[CH:28][C:3]=1[O:4][CH2:5][C:6]1[N:7]([CH2:17][C:18]2[CH:23]=[CH:22][C:21]([O:24][CH3:25])=[CH:20][C:19]=2[O:26][CH3:27])[C:8](=[O:16])[C:9]2[CH:15]=[CH:14][N:13]=[CH:12][C:10]=2[N:11]=1.[N:32]1[CH:37]=[CH:36][C:35](B(O)O)=[CH:34][CH:33]=1.P([O-])([O-])([O-])=O.[K+].[K+].[K+]. (4) Given the product [Br:1][C:16]1[N:13]2[N:14]=[CH:15][C:10]([C:7]3[CH:6]=[CH:5][C:4]([F:3])=[CH:9][CH:8]=3)=[CH:11][C:12]2=[N:18][CH:17]=1, predict the reactants needed to synthesize it. The reactants are: [Br:1]Br.[F:3][C:4]1[CH:9]=[CH:8][C:7]([C:10]2[CH:15]=[N:14][N:13]3[CH:16]=[CH:17][N:18]=[C:12]3[CH:11]=2)=[CH:6][CH:5]=1.C([O-])(=O)C.[Na+].C(=O)([O-])O.[Na+]. (5) Given the product [CH:1]1([NH:6][C:7]2[CH:12]=[C:11]([S:42][CH3:41])[N:10]3[N:13]=[C:14]([C:28]4[CH:29]=[CH:30][C:31]([O:34][CH3:35])=[CH:32][CH:33]=4)[C:15]([C:16]4[CH:21]=[CH:20][N:19]=[C:18]([NH:22][CH:23]5[CH2:24][CH2:25][CH2:26][CH2:27]5)[N:17]=4)=[C:9]3[CH:8]=2)[CH2:2][CH2:3][CH2:4][CH2:5]1, predict the reactants needed to synthesize it. The reactants are: [CH:1]1([NH:6][C:7]2[CH:12]=[CH:11][N:10]3[N:13]=[C:14]([C:28]4[CH:33]=[CH:32][C:31]([O:34][CH3:35])=[CH:30][CH:29]=4)[C:15]([C:16]4[CH:21]=[CH:20][N:19]=[C:18]([NH:22][CH:23]5[CH2:27][CH2:26][CH2:25][CH2:24]5)[N:17]=4)=[C:9]3[CH:8]=2)[CH2:5][CH2:4][CH2:3][CH2:2]1.C([Li])CCC.[CH3:41][S:42]SC. (6) Given the product [CH:36]1[C:35]([C@@H:31]([OH:33])[CH2:30][NH2:25])=[CH:44][C:42]([OH:43])=[C:40]([OH:41])[CH:38]=1.[CH:30]([OH:34])([C:31]([OH:33])=[O:32])[CH:48]([OH:49])[C:47]([OH:53])=[O:46], predict the reactants needed to synthesize it. The reactants are: [Na+].[Cl-].[Cl-].[K+].[Cl-].[Cl-].[Ca+2].[O-]S([O-])(=O)=O.[Mg+2].C([N:25]([CH2:30][C:31]([OH:33])=[O:32])CC(O)=O)C[N:25](CC(O)=O)[CH2:30][C:31]([OH:33])=[O:32].[O:34]=[CH:35][C@@H:36]([C@H:38]([C@@H:40]([C@@H:42]([CH2:44]O)[OH:43])[OH:41])O)O.[O:46]=[C:47]1[O:53][C@H]([C@H](CO)O)C(O)=[C:48]1[OH:49]. (7) Given the product [Cl:13][CH2:14][CH2:15][C:16]([C:4]1[CH:5]=[CH:6][C:1]([CH2:7][C:8]([O:10][CH2:11][CH3:12])=[O:9])=[CH:2][CH:3]=1)=[O:17], predict the reactants needed to synthesize it. The reactants are: [C:1]1([CH2:7][C:8]([O:10][CH2:11][CH3:12])=[O:9])[CH:6]=[CH:5][CH:4]=[CH:3][CH:2]=1.[Cl:13][CH2:14][CH2:15][C:16](Cl)=[O:17].[Cl-].[Al+3].[Cl-].[Cl-].